Predict the reaction yield, written as a fraction of the theoretical maximum amount of product (1.0 means a 100% yield; for example, 0.34 means a 34% yield). From a dataset of Reaction yield outcomes from USPTO patents with 853,638 reactions. (1) The reactants are [NH2:1][C:2]1[CH:6]=[C:5]([C:7]([CH3:10])([CH3:9])[CH3:8])[S:4][C:3]=1[C:11]([O-:13])=O.C[Al](C)C.[CH3:18][NH2:19]. The catalyst is C(Cl)Cl. The product is [CH3:18][NH:19][C:11]([C:3]1[S:4][C:5]([C:7]([CH3:10])([CH3:9])[CH3:8])=[CH:6][C:2]=1[NH2:1])=[O:13]. The yield is 0.140. (2) The reactants are [CH3:1][O:2][C:3]([C:5]1[O:6][C:7]2[CH:13]=[CH:12][C:11]([OH:14])=[CH:10][C:8]=2[CH:9]=1)=[O:4].Cl[C:16]1[S:17][C:18]2[CH:24]=[CH:23][CH:22]=[CH:21][C:19]=2[N:20]=1.C([O-])([O-])=O.[Cs+].[Cs+]. The catalyst is CN(C=O)C. The product is [CH3:1][O:2][C:3]([C:5]1[O:6][C:7]2[CH:13]=[CH:12][C:11]([O:14][C:16]3[S:17][C:18]4[CH:24]=[CH:23][CH:22]=[CH:21][C:19]=4[N:20]=3)=[CH:10][C:8]=2[CH:9]=1)=[O:4]. The yield is 0.800. (3) The reactants are [Br:1][C:2]1[CH:3]=[C:4]2[C:9](=[CH:10][CH:11]=1)[O:8]C(=O)[CH2:6][C:5]2([CH3:14])[CH3:13].[CH2:15]([Mg]Br)C.Cl.C([O:23][CH2:24][CH3:25])(=O)C. The catalyst is O1CCCC1.CCCCCC. The product is [Br:1][C:2]1[CH:11]=[CH:10][C:9]([OH:8])=[C:4]([C:5]([CH3:13])([CH3:14])[CH2:6][C:24]([OH:23])([CH3:25])[CH3:15])[CH:3]=1. The yield is 1.00. (4) The reactants are Cl[C:2]1[N:3]=[C:4]([OH:12])[C:5]2[CH:11]=[CH:10][N:9]=[CH:8][C:6]=2[N:7]=1.[C:13]1([N:19]2[C:27]3[C:22](=[CH:23][C:24]([OH:28])=[CH:25][CH:26]=3)[CH2:21][CH2:20]2)[CH:18]=[CH:17][CH:16]=[CH:15][CH:14]=1. No catalyst specified. The product is [C:13]1([N:19]2[C:27]3[C:22](=[CH:23][C:24]([O:28][C:2]4[N:3]=[C:4]([OH:12])[C:5]5[CH:11]=[CH:10][N:9]=[CH:8][C:6]=5[N:7]=4)=[CH:25][CH:26]=3)[CH2:21][CH2:20]2)[CH:18]=[CH:17][CH:16]=[CH:15][CH:14]=1. The yield is 0.160. (5) The reactants are OC(C)(C)CN1C=C[C:6]([NH:9][C:10](=[O:30])[C@@H:11]([N:16]2[CH2:20][C:19]([O:21][C:22]3[CH:27]=[CH:26][CH:25]=[CH:24][C:23]=3[Cl:28])=[CH:18][C:17]2=[O:29])[CH2:12][CH:13]([CH3:15])[CH3:14])=[N:5]1.Cl.CN(C)CCCN=C=NCC.ON1C2C=CC=CC=2N=N1.[CH2:55]([C:57]1N=C(N)[S:59][N:58]=1)[CH3:56]. The catalyst is ClCCl. The product is [CH2:55]([C:57]1[N:5]=[C:6]([NH:9][C:10](=[O:30])[C@@H:11]([N:16]2[CH2:20][C:19]([O:21][C:22]3[CH:27]=[CH:26][CH:25]=[CH:24][C:23]=3[Cl:28])=[CH:18][C:17]2=[O:29])[CH2:12][CH:13]([CH3:14])[CH3:15])[S:59][N:58]=1)[CH3:56]. The yield is 0.590. (6) No catalyst specified. The yield is 0.280. The reactants are [CH:1]([S:4][C:5]1[CH:13]=[CH:12][C:11]([S:14]([CH3:17])(=[O:16])=[O:15])=[CH:10][C:6]=1[C:7]([OH:9])=O)([CH3:3])[CH3:2].[F:18][C:19]1[CH:24]=[C:23]([S:25]([CH3:28])(=[O:27])=[O:26])[CH:22]=[CH:21][C:20]=1[N:29]1[CH2:34][CH2:33][NH:32][CH2:31][CH2:30]1. The product is [F:18][C:19]1[CH:24]=[C:23]([S:25]([CH3:28])(=[O:27])=[O:26])[CH:22]=[CH:21][C:20]=1[N:29]1[CH2:34][CH2:33][N:32]([C:7]([C:6]2[CH:10]=[C:11]([S:14]([CH3:17])(=[O:16])=[O:15])[CH:12]=[CH:13][C:5]=2[S:4][CH:1]([CH3:2])[CH3:3])=[O:9])[CH2:31][CH2:30]1. (7) The reactants are [CH3:1][C:2]1([CH3:14])[O:6][C@H:5]([CH2:7][C:8](=[O:12])SCC)[C:4](=[O:13])[O:3]1.C([SiH](CC)CC)C. The catalyst is [Pd].C(Cl)Cl. The product is [CH3:1][C:2]1([CH3:14])[O:6][C@H:5]([CH2:7][CH:8]=[O:12])[C:4](=[O:13])[O:3]1. The yield is 0.870. (8) The reactants are [C:1]([C:3]1[CH:8]=[CH:7][C:6]([C:9]2([NH:12][CH2:13][CH2:14][CH3:15])[CH2:11][CH2:10]2)=[CH:5][CH:4]=1)#[CH:2].[CH2:16]([O:18][C:19](=[O:27])[C:20]1[CH:25]=[CH:24][C:23](I)=[CH:22][CH:21]=1)[CH3:17]. The catalyst is C(N(CC)CC)C.[Cu]I.Cl[Pd](Cl)([P](C1C=CC=CC=1)(C1C=CC=CC=1)C1C=CC=CC=1)[P](C1C=CC=CC=1)(C1C=CC=CC=1)C1C=CC=CC=1. The product is [CH2:13]([NH:12][C:9]1([C:6]2[CH:7]=[CH:8][C:3]([C:1]#[C:2][C:23]3[CH:24]=[CH:25][C:20]([C:19]([O:18][CH2:16][CH3:17])=[O:27])=[CH:21][CH:22]=3)=[CH:4][CH:5]=2)[CH2:10][CH2:11]1)[CH2:14][CH3:15]. The yield is 0.610. (9) The product is [CH:2]1([NH:7][C:8]2[N:10]=[C:35]([C:34]3[C:22]([C:19]4[CH:18]=[CH:17][C:16]([F:15])=[CH:21][CH:20]=4)=[N:23][N:24]4[CH:29]=[C:28]([C:30]([F:32])([F:31])[F:33])[CH:27]=[CH:26][C:25]=34)[CH:36]=[CH:37][N:9]=2)[CH2:6][CH2:5][CH2:4][CH2:3]1. The catalyst is C(O)C.O. The reactants are Cl.[CH:2]1([NH:7][C:8]([NH2:10])=[NH:9])[CH2:6][CH2:5][CH2:4][CH2:3]1.[O-]CC.[Na+].[F:15][C:16]1[CH:21]=[CH:20][C:19]([C:22]2[C:34]([C:35](=O)[C:36]#[CH:37])=[C:25]3[CH:26]=[CH:27][C:28]([C:30]([F:33])([F:32])[F:31])=[CH:29][N:24]3[N:23]=2)=[CH:18][CH:17]=1. The yield is 0.980.